Dataset: CYP3A4 inhibition data for predicting drug metabolism from PubChem BioAssay. Task: Regression/Classification. Given a drug SMILES string, predict its absorption, distribution, metabolism, or excretion properties. Task type varies by dataset: regression for continuous measurements (e.g., permeability, clearance, half-life) or binary classification for categorical outcomes (e.g., BBB penetration, CYP inhibition). Dataset: cyp3a4_veith. The compound is CCOc1nc(N=C(N)N)nc2c(C)cccc12. The result is 0 (non-inhibitor).